The task is: Predict the reactants needed to synthesize the given product.. This data is from Full USPTO retrosynthesis dataset with 1.9M reactions from patents (1976-2016). (1) Given the product [Cl:23][C:12]1[N:13]=[C:14]([N:17]2[CH2:22][CH2:21][O:20][CH2:19][CH2:18]2)[C:15]2[N:16]=[C:8]3[N:9]([C:10]=2[N:11]=1)[CH2:2][C:3](=[O:4])[NH:5][CH:6]3[CH3:7], predict the reactants needed to synthesize it. The reactants are: Br[CH2:2][C:3]([NH:5][CH:6]([C:8]1[NH:9][C:10]2[C:15]([N:16]=1)=[C:14]([N:17]1[CH2:22][CH2:21][O:20][CH2:19][CH2:18]1)[N:13]=[C:12]([Cl:23])[N:11]=2)[CH3:7])=[O:4].C(=O)([O-])[O-].[Cs+].[Cs+]. (2) Given the product [CH3:23][S:24]([O:1][CH:2]1[CH2:3][CH2:4][C:5]([CH3:22])([CH3:21])[CH:6]([NH:8][C:9]2[CH:16]=[CH:15][C:12]([C:13]#[N:14])=[C:11]([C:17]([F:18])([F:19])[F:20])[CH:10]=2)[CH2:7]1)(=[O:26])=[O:25], predict the reactants needed to synthesize it. The reactants are: [OH:1][CH:2]1[CH2:7][CH:6]([NH:8][C:9]2[CH:16]=[CH:15][C:12]([C:13]#[N:14])=[C:11]([C:17]([F:20])([F:19])[F:18])[CH:10]=2)[C:5]([CH3:22])([CH3:21])[CH2:4][CH2:3]1.[CH3:23][S:24](Cl)(=[O:26])=[O:25].O.